From a dataset of Full USPTO retrosynthesis dataset with 1.9M reactions from patents (1976-2016). Predict the reactants needed to synthesize the given product. (1) Given the product [O:4]1[CH2:5][CH2:6][CH:2]([O:1][S:13]([C:10]2[CH:11]=[CH:12][C:7]([CH3:17])=[CH:8][CH:9]=2)(=[O:15])=[O:14])[CH2:3]1, predict the reactants needed to synthesize it. The reactants are: [OH:1][CH:2]1[CH2:6][CH2:5][O:4][CH2:3]1.[C:7]1([CH3:17])[CH:12]=[CH:11][C:10]([S:13](Cl)(=[O:15])=[O:14])=[CH:9][CH:8]=1. (2) Given the product [Si:1]([O:8][CH2:9][CH2:10][C:11]1[C:12]([Cl:32])=[N:13][C:14]2[N:15]([N:29]=[CH:30][CH:31]=2)[C:16]=1[N:17]([C:18]1[CH:19]=[CH:20][C:21]([O:24][CH2:25][CH2:26][O:27][CH3:28])=[CH:22][CH:23]=1)[C:33](=[O:34])[O:35][C:36]([CH3:39])([CH3:38])[CH3:37])([C:4]([CH3:7])([CH3:5])[CH3:6])([CH3:3])[CH3:2], predict the reactants needed to synthesize it. The reactants are: [Si:1]([O:8][CH2:9][CH2:10][C:11]1[C:12]([Cl:32])=[N:13][C:14]2[N:15]([N:29]=[CH:30][CH:31]=2)[C:16]=1[NH:17][C:18]1[CH:23]=[CH:22][C:21]([O:24][CH2:25][CH2:26][O:27][CH3:28])=[CH:20][CH:19]=1)([C:4]([CH3:7])([CH3:6])[CH3:5])([CH3:3])[CH3:2].[C:33](O[C:33]([O:35][C:36]([CH3:39])([CH3:38])[CH3:37])=[O:34])([O:35][C:36]([CH3:39])([CH3:38])[CH3:37])=[O:34]. (3) Given the product [Cl:31][C:28]1[CH:29]=[CH:30][C:25]([S:24][C:19]2[CH:20]=[CH:21][CH:22]=[CH:23][C:18]=2[CH2:17][N:4]2[C:5]3[C:10](=[N:9][CH:8]=[CH:7][CH:6]=3)[C:11](=[O:16])[C:12]([C:13]([OH:15])=[O:14])=[CH:3]2)=[CH:26][CH:27]=1, predict the reactants needed to synthesize it. The reactants are: C([C:3]1[N:4]([CH2:17][C:18]2[CH:23]=[CH:22][CH:21]=[CH:20][C:19]=2[S:24][C:25]2[CH:30]=[CH:29][C:28]([Cl:31])=[CH:27][CH:26]=2)[C:5]2[C:10]([C:11](=[O:16])[C:12]=1[C:13]([OH:15])=[O:14])=[N:9][CH:8]=[CH:7][CH:6]=2)C.O.[OH-].[Li+].